This data is from hERG potassium channel inhibition data for cardiac toxicity prediction from Karim et al.. The task is: Regression/Classification. Given a drug SMILES string, predict its toxicity properties. Task type varies by dataset: regression for continuous values (e.g., LD50, hERG inhibition percentage) or binary classification for toxic/non-toxic outcomes (e.g., AMES mutagenicity, cardiotoxicity, hepatotoxicity). Dataset: herg_karim. The compound is O=C([C@@H]1C[C@H](N2CCN(c3ncccn3)CC2)CN1)N1C[C@H](F)[C@H](F)C1. The result is 0 (non-blocker).